Dataset: Forward reaction prediction with 1.9M reactions from USPTO patents (1976-2016). Task: Predict the product of the given reaction. (1) Given the reactants C(Cl)(=O)C(Cl)=O.CS(C)=O.[C:11]([O:15][C:16](=[O:26])[NH:17][C@@H:18]1[CH2:23][CH2:22][C@@H:21]([CH2:24][OH:25])[O:20][CH2:19]1)([CH3:14])([CH3:13])[CH3:12].C(=O)(O)[O-].[Na+], predict the reaction product. The product is: [C:11]([O:15][C:16](=[O:26])[NH:17][C@@H:18]1[CH2:23][CH2:22][C@@H:21]([CH:24]=[O:25])[O:20][CH2:19]1)([CH3:14])([CH3:12])[CH3:13]. (2) Given the reactants [NH2:1][C:2]1[CH:7]=[C:6]([NH:8][C:9](=[O:18])[C:10]2[C:15]([Cl:16])=[CH:14][CH:13]=[CH:12][C:11]=2[Cl:17])[CH:5]=[CH:4][N:3]=1.[Br:19][C:20]1[S:24][C:23]([C:25]([OH:27])=O)=[CH:22]C=1.C([N:31](C(C)C)CC)(C)C.F[P-](F)(F)(F)(F)F.N1(OC(N(C)C)=[N+](C)C)C2N=CC=CC=2N=N1, predict the reaction product. The product is: [Br:19][C:20]1[S:24][C:23]([C:25]([NH:1][C:2]2[CH:7]=[C:6]([NH:8][C:9](=[O:18])[C:10]3[C:11]([Cl:17])=[CH:12][CH:13]=[CH:14][C:15]=3[Cl:16])[CH:5]=[CH:4][N:3]=2)=[O:27])=[CH:22][N:31]=1. (3) Given the reactants [C:1]([NH:4][C:5]1[CH:6]=[C:7]2[C:12](=[O:13])[N:11]([CH:14]([C:19]3[CH:24]=[CH:23][C:22]([O:25][CH3:26])=[C:21]([O:27][CH:28]4[CH2:32][CH2:31][CH2:30][CH2:29]4)[CH:20]=3)[CH2:15][C:16]([OH:18])=O)[C:9](=[O:10])[C:8]2=[CH:33][CH:34]=1)(=[O:3])[CH3:2].C(N1C=CN=C1)(N1C=CN=C1)=O.Cl.[NH2:48][OH:49], predict the reaction product. The product is: [C:1]([NH:4][C:5]1[CH:6]=[C:7]2[C:12](=[O:13])[N:11]([CH:14]([C:19]3[CH:24]=[CH:23][C:22]([O:25][CH3:26])=[C:21]([O:27][CH:28]4[CH2:29][CH2:30][CH2:31][CH2:32]4)[CH:20]=3)[CH2:15][C:16]([NH:48][OH:49])=[O:18])[C:9](=[O:10])[C:8]2=[CH:33][CH:34]=1)(=[O:3])[CH3:2]. (4) Given the reactants [NH2:1][CH2:2][CH2:3][C:4]1[C:12]2[C:7](=[CH:8][CH:9]=[CH:10][CH:11]=2)[NH:6][CH:5]=1.C(N1[C:22](=[O:23])[C:21]2=[CH:24][CH:25]=[CH:26][CH:27]=[C:20]2[C:19]1=[O:28])(OCC)=O, predict the reaction product. The product is: [NH:6]1[C:7]2[C:12](=[CH:11][CH:10]=[CH:9][CH:8]=2)[C:4]([CH2:3][CH2:2][N:1]2[C:22](=[O:23])[C:21]3[C:20](=[CH:27][CH:26]=[CH:25][CH:24]=3)[C:19]2=[O:28])=[CH:5]1. (5) Given the reactants [CH3:1][C:2]1[C:22]2[C:17](=[CH:18][CH:19]=[CH:20][CH:21]=2)[C:4]2([CH2:9][CH2:8][N:7](C(OC(C)(C)C)=O)[CH2:6][CH2:5]2)[CH:3]=1.C(=O)([O-])O.[Na+], predict the reaction product. The product is: [CH3:1][C:2]1[C:22]2[C:17](=[CH:18][CH:19]=[CH:20][CH:21]=2)[C:4]2([CH2:5][CH2:6][NH:7][CH2:8][CH2:9]2)[CH:3]=1. (6) Given the reactants [F:1][C:2]1[C:24]([F:25])=[CH:23][CH:22]=[CH:21][C:3]=1[CH2:4][N:5]1[C:9]2=[N:10][C:11]([CH3:20])=[C:12]([C:15]([O:17][CH2:18][CH3:19])=[O:16])[C:13]([OH:14])=[C:8]2[CH2:7][CH2:6]1, predict the reaction product. The product is: [F:1][C:2]1[C:24]([F:25])=[CH:23][CH:22]=[CH:21][C:3]=1[CH2:4][N:5]1[C:9]2=[N:10][C:11]([CH3:20])=[C:12]([C:15]([O:17][CH2:18][CH3:19])=[O:16])[C:13]([OH:14])=[C:8]2[CH:7]=[CH:6]1.